This data is from Catalyst prediction with 721,799 reactions and 888 catalyst types from USPTO. The task is: Predict which catalyst facilitates the given reaction. (1) The catalyst class is: 2. Reactant: C(OC([N:8]1[CH2:13][CH2:12][CH:11]([C:14](=[O:35])[NH:15][CH:16]([CH2:26][CH2:27][CH2:28][C:29]2[CH:34]=[CH:33][CH:32]=[CH:31][CH:30]=2)[CH2:17][CH2:18][CH2:19][C:20]2[CH:25]=[CH:24][CH:23]=[CH:22][CH:21]=2)[CH2:10][CH2:9]1)=O)(C)(C)C.FC(F)(F)C(O)=O. Product: [C:20]1([CH2:19][CH2:18][CH2:17][CH:16]([NH:15][C:14]([CH:11]2[CH2:12][CH2:13][NH:8][CH2:9][CH2:10]2)=[O:35])[CH2:26][CH2:27][CH2:28][C:29]2[CH:34]=[CH:33][CH:32]=[CH:31][CH:30]=2)[CH:25]=[CH:24][CH:23]=[CH:22][CH:21]=1. (2) Reactant: [NH2:1][C:2]1[CH:3]=[C:4]([C:8]2[CH:13]=[CH:12][C:11]([O:14][CH2:15][C:16]3[CH:21]=[CH:20][CH:19]=[CH:18][CH:17]=3)=[C:10]([N:22]3[S:26](=[O:28])(=[O:27])[NH:25][C:24](=[O:29])[CH2:23]3)[CH:9]=2)[CH:5]=[CH:6][CH:7]=1.[CH2:30]([N:32]=[C:33]=[O:34])[CH3:31]. Product: [CH2:15]([O:14][C:11]1[CH:12]=[CH:13][C:8]([C:4]2[CH:5]=[CH:6][CH:7]=[C:2]([NH:1][C:33]([NH:32][CH2:30][CH3:31])=[O:34])[CH:3]=2)=[CH:9][C:10]=1[N:22]1[CH2:23][C:24](=[O:29])[NH:25][S:26]1(=[O:28])=[O:27])[C:16]1[CH:17]=[CH:18][CH:19]=[CH:20][CH:21]=1. The catalyst class is: 26. (3) Reactant: Cl[C:2]1[CH:7]=[CH:6][C:5]([CH2:8]Cl)=[CH:4][N:3]=1.[CH3:10][O:11][CH2:12][CH2:13][O-:14].[Na+].[NH2:16][NH2:17]. Product: [NH:16]([C:2]1[CH:7]=[CH:6][C:5]([CH2:8][O:14][CH2:13][CH2:12][O:11][CH3:10])=[CH:4][N:3]=1)[NH2:17]. The catalyst class is: 141. (4) Reactant: [C:1]([SiH2:5][O:6][C:7]([CH3:19])([CH3:18])[C:8]1[CH:9]=[C:10]([CH2:15][CH2:16][OH:17])[CH:11]=[CH:12][C:13]=1[Cl:14])([CH3:4])([CH3:3])[CH3:2].CCN(CC)CC.[CH3:27][S:28](Cl)(=[O:30])=[O:29]. Product: [C:1]([SiH2:5][O:6][C:7]([CH3:19])([CH3:18])[C:8]1[CH:9]=[C:10]([CH2:15][CH2:16][O:17][S:28]([CH3:27])(=[O:30])=[O:29])[CH:11]=[CH:12][C:13]=1[Cl:14])([CH3:4])([CH3:3])[CH3:2]. The catalyst class is: 2. (5) Reactant: [C:1](=O)([O-])[O-].[Cs+].[Cs+].[CH2:7]([C:9]1[CH:14]=[C:13]([C:15]2[CH:20]=[CH:19][CH:18]=[CH:17][CH:16]=2)[C:12]([OH:21])=[CH:11][CH:10]=1)[CH3:8].[CH3:22][O:23][C:24](=[O:43])[CH2:25][CH2:26][C:27]1[CH:32]=[CH:31][C:30]([O:33][CH2:34][CH2:35][C@@H:36](OS(C)(=O)=O)[CH3:37])=[CH:29][CH:28]=1. Product: [CH3:22][O:23][C:24](=[O:43])[CH2:25][CH2:26][C:27]1[CH:32]=[CH:31][C:30]([O:33][CH2:34][CH2:35][CH:36]([O:21][C:12]2[CH:11]=[CH:10][C:9]([CH2:7][CH3:8])=[CH:14][C:13]=2[C:15]2[CH:16]=[CH:17][CH:18]=[CH:19][CH:20]=2)[CH3:37])=[CH:29][C:28]=1[CH3:1]. The catalyst class is: 3.